Dataset: CYP2C9 inhibition data for predicting drug metabolism from PubChem BioAssay. Task: Regression/Classification. Given a drug SMILES string, predict its absorption, distribution, metabolism, or excretion properties. Task type varies by dataset: regression for continuous measurements (e.g., permeability, clearance, half-life) or binary classification for categorical outcomes (e.g., BBB penetration, CYP inhibition). Dataset: cyp2c9_veith. (1) The drug is COc1ccc(NC(=O)N2CCCC3(CCN(C(=O)c4cccn4C)CC3)C2)cc1. The result is 0 (non-inhibitor). (2) The result is 0 (non-inhibitor). The drug is NC(N)=NC[C@@H]1COC2(CCCCC2)O1. (3) The molecule is COc1ccc(NC2=Nc3cccc4cccc2c34)cc1OC. The result is 1 (inhibitor). (4) The result is 1 (inhibitor). The compound is COc1ccc(Oc2ncc3nc(-c4cccs4)c(=O)n(Cc4cccs4)c3n2)cc1. (5) The drug is Cc1c(NC(=S)NC(=O)C(c2ccccc2)c2ccccc2)cccc1C(=O)O. The result is 1 (inhibitor). (6) The drug is CC1CCC(NC(=O)CC(C)(C)Cc2nc3ccccc3c(=O)[nH]2)CC1. The result is 1 (inhibitor). (7) The result is 1 (inhibitor). The compound is COC(=O)N[C@H](c1ccccc1)[C@@]1(C)C[C@@H]1[C@@H](C)C(=O)Nc1ccc2ccccc2c1. (8) The drug is COC(=O)[C@@H]1C[C@H]1[C@@H](NC(=O)c1cnccn1)c1ccccc1. The result is 0 (non-inhibitor).